From a dataset of Full USPTO retrosynthesis dataset with 1.9M reactions from patents (1976-2016). Predict the reactants needed to synthesize the given product. (1) Given the product [OH:20][CH:16]1[CH2:17][CH2:18][CH2:19][CH:14]([NH:13][C:2]2[C:3]3[N:4]([CH:10]=[CH:11][CH:12]=3)[N:5]=[CH:6][C:7]=2[C:8]#[N:9])[CH2:15]1, predict the reactants needed to synthesize it. The reactants are: Cl[C:2]1[C:3]2[N:4]([CH:10]=[CH:11][CH:12]=2)[N:5]=[CH:6][C:7]=1[C:8]#[N:9].[NH2:13][CH:14]1[CH2:19][CH2:18][CH2:17][CH:16]([OH:20])[CH2:15]1.CCN(C(C)C)C(C)C. (2) Given the product [C:1]1([C:36]2[CH:41]=[CH:40][CH:39]=[CH:38][CH:37]=2)[CH:6]=[CH:5][CH:4]=[C:3]([N:7]2[C:8]3[N:9]=[CH:10][C:11]([F:35])=[CH:12][C:13]=3[C:14](=[O:15])[N:16]([C@@H:17]3[CH2:22][CH2:21][C@H:20]([NH:23][C:24]([C:26]4[N:27]=[C:28]5[CH:33]=[CH:32][CH:31]=[CH:30][N:29]5[CH:34]=4)=[O:25])[CH2:19][CH2:18]3)[C:42]2=[O:43])[CH:2]=1, predict the reactants needed to synthesize it. The reactants are: [C:1]1([C:36]2[CH:41]=[CH:40][CH:39]=[CH:38][CH:37]=2)[CH:6]=[CH:5][CH:4]=[C:3]([NH:7][C:8]2[C:13]([C:14]([NH:16][C@@H:17]3[CH2:22][CH2:21][C@H:20]([NH:23][C:24]([C:26]4[N:27]=[C:28]5[CH:33]=[CH:32][CH:31]=[CH:30][N:29]5[CH:34]=4)=[O:25])[CH2:19][CH2:18]3)=[O:15])=[CH:12][C:11]([F:35])=[CH:10][N:9]=2)[CH:2]=1.[C:42](N1C=CN=C1)(N1C=CN=C1)=[O:43].[H-].[Na+].O. (3) Given the product [CH2:1]([C@@:4]1([CH3:32])[CH2:9][C@H:8]([C:10]2[CH:15]=[CH:14][CH:13]=[C:12]([Cl:16])[CH:11]=2)[C@@H:7]([C:17]2[CH:18]=[CH:19][C:20]([Cl:23])=[CH:21][CH:22]=2)[N:6]([CH:24]([CH2:29][CH3:30])[C:25]([OH:27])=[O:26])[C:5]1=[O:31])[CH:2]=[CH2:3], predict the reactants needed to synthesize it. The reactants are: [CH2:1]([C@@:4]1([CH3:32])[CH2:9][C@H:8]([C:10]2[CH:15]=[CH:14][CH:13]=[C:12]([Cl:16])[CH:11]=2)[C@@H:7]([C:17]2[CH:22]=[CH:21][C:20]([Cl:23])=[CH:19][CH:18]=2)[N:6]([CH:24]([CH2:29][CH3:30])[C:25]([O:27]C)=[O:26])[C:5]1=[O:31])[CH:2]=[CH2:3].[OH-].[Na+].